From a dataset of Forward reaction prediction with 1.9M reactions from USPTO patents (1976-2016). Predict the product of the given reaction. (1) Given the reactants FC(F)(F)C(O)=O.[CH3:8][O:9][C:10]1[CH:15]=[C:14]([N:16]2[CH:20]=[CH:19][CH:18]=[N:17]2)[CH:13]=[CH:12][C:11]=1[C:21]1[N:26]=[N:25][C:24]([O:27][CH:28]2[CH2:33][CH2:32][N:31](C(OC(C)(C)C)=O)[CH2:30][CH2:29]2)=[CH:23][CH:22]=1.[OH-].[Na+], predict the reaction product. The product is: [CH3:8][O:9][C:10]1[CH:15]=[C:14]([N:16]2[CH:20]=[CH:19][CH:18]=[N:17]2)[CH:13]=[CH:12][C:11]=1[C:21]1[N:26]=[N:25][C:24]([O:27][CH:28]2[CH2:33][CH2:32][NH:31][CH2:30][CH2:29]2)=[CH:23][CH:22]=1. (2) Given the reactants [F:1][C:2]1[CH:3]=[C:4]([CH:14]=[CH:15][C:16]=1[F:17])[CH2:5][C:6]1[O:10][N:9]=[C:8]([C:11]([OH:13])=O)[CH:7]=1.ON1C2C=CC=[CH:27][C:22]=2N=N1.ClCCl.Cl.C(N=C=N[CH2:37][CH2:38][CH2:39][N:40](C)C)C.[OH2:43], predict the reaction product. The product is: [O:43]1[CH2:27][CH2:22][CH:38]([CH2:39][NH:40][C:11]([C:8]2[CH:7]=[C:6]([CH2:5][C:4]3[CH:14]=[CH:15][C:16]([F:17])=[C:2]([F:1])[CH:3]=3)[O:10][N:9]=2)=[O:13])[CH2:37]1.